Dataset: M1 muscarinic receptor antagonist screen with 61,756 compounds. Task: Binary Classification. Given a drug SMILES string, predict its activity (active/inactive) in a high-throughput screening assay against a specified biological target. (1) The compound is Clc1c(Cn2nnc3c2ncnc3NCc2ncccc2)c(F)ccc1. The result is 0 (inactive). (2) The molecule is O(C(=O)CN1C(=O)c2c(C1=O)ccc(c2)C(OCCC)=O)CCC. The result is 0 (inactive). (3) The molecule is s1c(C(N2CCC(CC2)C(OC)=O)c2cc(OC)c(OC)cc2)c(O)n2nc(nc12)C. The result is 0 (inactive).